From a dataset of Forward reaction prediction with 1.9M reactions from USPTO patents (1976-2016). Predict the product of the given reaction. (1) Given the reactants [CH2:1]([NH:5][C:6]1[CH:11]=[CH:10][N:9]2[N:12]=[CH:13][C:14]([CH:15]=O)=[C:8]2[N:7]=1)[CH:2]([CH3:4])[CH3:3].[NH:17]1[CH2:23][C:21](=[O:22])[NH:20][C:18]1=[O:19].N1CCCCC1, predict the reaction product. The product is: [CH2:1]([NH:5][C:6]1[CH:11]=[CH:10][N:9]2[N:12]=[CH:13][C:14]([CH:15]=[C:23]3[NH:17][C:18](=[O:19])[NH:20][C:21]3=[O:22])=[C:8]2[N:7]=1)[CH:2]([CH3:3])[CH3:4]. (2) Given the reactants Cl[C:2]([O:4][CH2:5][CH3:6])=O.[NH2:7][C:8]1[CH:16]=[CH:15][CH:14]=[CH:13][C:9]=1[C:10]([OH:12])=[O:11], predict the reaction product. The product is: [CH2:5]([O:4][C:2]1[O:11][C:10](=[O:12])[C:9]2[CH:13]=[CH:14][CH:15]=[CH:16][C:8]=2[N:7]=1)[CH3:6]. (3) Given the reactants [CH3:1][C:2]1[O:13][C:5]2[CH2:6][N:7]([CH3:12])[CH2:8][CH2:9][CH:10]([OH:11])[C:4]=2[CH:3]=1.F[C:15]1[CH:20]=[CH:19][C:18]([C:21]([F:24])([F:23])[F:22])=[CH:17][CH:16]=1, predict the reaction product. The product is: [CH3:1][C:2]1[O:13][C:5]2[CH2:6][N:7]([CH3:12])[CH2:8][CH2:9][CH:10]([O:11][C:15]3[CH:20]=[CH:19][C:18]([C:21]([F:24])([F:23])[F:22])=[CH:17][CH:16]=3)[C:4]=2[CH:3]=1.